This data is from Reaction yield outcomes from USPTO patents with 853,638 reactions. The task is: Predict the reaction yield, written as a fraction of the theoretical maximum amount of product (1.0 means a 100% yield; for example, 0.34 means a 34% yield). The reactants are [CH3:1][C:2]1[O:6][N:5]=[C:4]([C:7]2[CH:12]=[CH:11][CH:10]=[CH:9][CH:8]=2)[C:3]=1[CH2:13][O:14][C:15]1[CH:23]=[CH:22][C:18]([C:19]([OH:21])=O)=[CH:17][N:16]=1.[CH3:24][CH:25]1[CH2:29][CH2:28][CH2:27][NH:26]1. No catalyst specified. The product is [CH3:1][C:2]1[O:6][N:5]=[C:4]([C:7]2[CH:8]=[CH:9][CH:10]=[CH:11][CH:12]=2)[C:3]=1[CH2:13][O:14][C:15]1[N:16]=[CH:17][C:18]([C:19]([N:26]2[CH2:27][CH2:28][CH2:29][CH:25]2[CH3:24])=[O:21])=[CH:22][CH:23]=1. The yield is 0.990.